The task is: Predict the reaction yield, written as a fraction of the theoretical maximum amount of product (1.0 means a 100% yield; for example, 0.34 means a 34% yield).. This data is from Reaction yield outcomes from USPTO patents with 853,638 reactions. (1) The reactants are [NH:1]1[CH2:5][CH2:4][CH2:3][CH2:2]1.[I:6][C:7]1[CH:8]=[C:9]([C:12](=[O:17])C(Cl)(Cl)Cl)[NH:10][CH:11]=1. The catalyst is C(#N)C. The product is [I:6][C:7]1[CH:8]=[C:9]([C:12]([N:1]2[CH2:5][CH2:4][CH2:3][CH2:2]2)=[O:17])[NH:10][CH:11]=1. The yield is 0.860. (2) The reactants are [Br:1][C:2]1[CH:3]=[N:4][C:5]([C:8]([OH:10])=O)=[N:6][CH:7]=1.S(Cl)(Cl)=O.[F:15][C:16]1[CH:22]=[CH:21][C:19]([NH2:20])=[CH:18][CH:17]=1. The catalyst is C1C=CC=CC=1.ClCCl. The product is [Br:1][C:2]1[CH:7]=[N:6][C:5]([C:8]([NH:20][C:19]2[CH:21]=[CH:22][C:16]([F:15])=[CH:17][CH:18]=2)=[O:10])=[N:4][CH:3]=1. The yield is 0.780. (3) The reactants are O=[C:2]([C:26]1[CH:31]=[CH:30][CH:29]=[CH:28][CH:27]=1)[CH2:3][O:4][C:5]1[CH:25]=[CH:24][C:8]([CH2:9][O:10][C:11]2[N:16]=[CH:15][C:14](/[CH:17]=[CH:18]/[C:19]([O:21][CH2:22][CH3:23])=[O:20])=[CH:13][CH:12]=2)=[CH:7][CH:6]=1.[N:32]1C=CC=CC=1.C[CH2:39][OH:40]. No catalyst specified. The product is [CH3:39][O:40]/[N:32]=[C:2](/[C:26]1[CH:31]=[CH:30][CH:29]=[CH:28][CH:27]=1)\[CH2:3][O:4][C:5]1[CH:25]=[CH:24][C:8]([CH2:9][O:10][C:11]2[N:16]=[CH:15][C:14]([CH2:17][CH2:18][C:19]([O:21][CH2:22][CH3:23])=[O:20])=[CH:13][CH:12]=2)=[CH:7][CH:6]=1. The yield is 0.230. (4) The reactants are [CH3:1][O:2][C:3]1[CH:4]=[C:5]2[C:10](=[CH:11][C:12]=1[O:13][CH3:14])[N:9]=[CH:8][N:7]=[C:6]2[O:15][C:16]1[CH:22]=[CH:21][C:19]([NH2:20])=[CH:18][CH:17]=1.ClC(Cl)(O[C:27](=[O:33])OC(Cl)(Cl)Cl)Cl.[CH2:35]([NH2:39])[CH2:36][CH2:37][CH3:38].CO. The catalyst is C(Cl)(Cl)Cl.C(N(CC)CC)C. The product is [CH2:35]([NH:39][C:27]([NH:20][C:19]1[CH:21]=[CH:22][C:16]([O:15][C:6]2[C:5]3[C:10](=[CH:11][C:12]([O:13][CH3:14])=[C:3]([O:2][CH3:1])[CH:4]=3)[N:9]=[CH:8][N:7]=2)=[CH:17][CH:18]=1)=[O:33])[CH2:36][CH2:37][CH3:38]. The yield is 0.430. (5) The reactants are [NH2:1][C:2]1[CH:3]=[C:4]([NH:8][C:9](=[O:18])[C:10]2[CH:15]=[CH:14][C:13]([F:16])=[CH:12][C:11]=2[Cl:17])[CH:5]=[CH:6][CH:7]=1.[C:19]([O:23][C:24]([N:26]1[CH2:31][CH2:30][C:29](=O)[CH2:28][C@@H:27]1[CH3:33])=[O:25])([CH3:22])([CH3:21])[CH3:20].C(O)(=O)C.C(O[BH-](OC(=O)C)OC(=O)C)(=O)C.[Na+]. The catalyst is O1CCCC1.CO. The product is [C:19]([O:23][C:24]([N:26]1[CH2:31][CH2:30][C@H:29]([NH:1][C:2]2[CH:7]=[CH:6][CH:5]=[C:4]([NH:8][C:9](=[O:18])[C:10]3[CH:15]=[CH:14][C:13]([F:16])=[CH:12][C:11]=3[Cl:17])[CH:3]=2)[CH2:28][C@@H:27]1[CH3:33])=[O:25])([CH3:22])([CH3:20])[CH3:21]. The yield is 0.460. (6) The reactants are [C:1]([O:5][C:6]([C:8]1[O:9][C:10]2[CH:17]=[CH:16][CH:15]=[C:14]([OH:18])[C:11]=2[C:12]=1[CH3:13])=[O:7])([CH3:4])([CH3:3])[CH3:2].C(N(CC)C(C)C)(C)C.ClCCl.[F:31][C:32]([F:45])([F:44])[S:33](O[S:33]([C:32]([F:45])([F:44])[F:31])(=[O:35])=[O:34])(=[O:35])=[O:34]. The catalyst is O. The product is [C:1]([O:5][C:6]([C:8]1[O:9][C:10]2[CH:17]=[CH:16][CH:15]=[C:14]([O:18][S:33]([C:32]([F:45])([F:44])[F:31])(=[O:35])=[O:34])[C:11]=2[C:12]=1[CH3:13])=[O:7])([CH3:4])([CH3:2])[CH3:3]. The yield is 0.950. (7) The reactants are [Br:1][C:2]1[S:6][C:5]2=[C:7](C(O)=O)[N:8]=[CH:9][N:4]2[CH:3]=1. The catalyst is ClC1C=CC(Cl)=CC=1Cl.CCCCCC. The product is [Br:1][C:2]1[S:6][C:5]2=[CH:7][N:8]=[CH:9][N:4]2[CH:3]=1. The yield is 0.840.